From a dataset of Full USPTO retrosynthesis dataset with 1.9M reactions from patents (1976-2016). Predict the reactants needed to synthesize the given product. (1) Given the product [CH3:28][C:26]1[CH:25]=[CH:24][N:23]=[C:22]([NH:21][C:19]2[S:18][C:13]3[CH2:14][CH2:15][CH2:16][CH2:17][C:10]4[NH:9][N:8]=[CH:29][C:11]=4[C:12]=3[N:20]=2)[N:27]=1, predict the reactants needed to synthesize it. The reactants are: COC1C=CC(C[N:8]2[CH:29]=[C:11]3[C:12]4[N:20]=[C:19]([NH:21][C:22]5[N:27]=[C:26]([CH3:28])[CH:25]=[CH:24][N:23]=5)[S:18][C:13]=4[CH2:14][CH2:15][CH2:16][CH2:17][C:10]3=[N:9]2)=CC=1. (2) Given the product [Cl:1][C:2]1[CH:3]=[C:4]([N:8]2[C:12]([C:13]3[CH:18]=[CH:17][C:16]([Cl:19])=[CH:15][C:14]=3[Cl:20])=[CH:11][C:10]([C:21]([OH:23])=[O:22])=[N:9]2)[CH:5]=[CH:6][CH:7]=1, predict the reactants needed to synthesize it. The reactants are: [Cl:1][C:2]1[CH:3]=[C:4]([N:8]2[C:12]([C:13]3[CH:18]=[CH:17][C:16]([Cl:19])=[CH:15][C:14]=3[Cl:20])=[CH:11][C:10]([C:21]([O:23]CC)=[O:22])=[N:9]2)[CH:5]=[CH:6][CH:7]=1.[OH-].[K+]. (3) Given the product [Br:12][C:13]1[CH:18]=[CH:17][C:16]([C:19]2[CH2:1][C:2]([CH2:5][OH:6])([CH2:3][OH:4])[O:21][N:20]=2)=[CH:15][CH:14]=1, predict the reactants needed to synthesize it. The reactants are: [CH2:1]=[C:2]([CH2:5][OH:6])[CH2:3][OH:4].C([Zn]CC)C.[Br:12][C:13]1[CH:18]=[CH:17][C:16]([C:19](Cl)=[N:20][OH:21])=[CH:15][CH:14]=1.[Cl-].[NH4+]. (4) Given the product [CH2:21]([NH:28][C:2]1[CH:11]=[CH:10][C:9]2[C:4](=[CH:5][C:6]([C:13]3[CH:18]=[CH:17][C:16]([O:19][CH3:20])=[CH:15][CH:14]=3)=[N:7][C:8]=2[Cl:12])[N:3]=1)[C:22]1[CH:27]=[CH:26][CH:25]=[CH:24][CH:23]=1, predict the reactants needed to synthesize it. The reactants are: Cl[C:2]1[CH:11]=[CH:10][C:9]2[C:4](=[CH:5][C:6]([C:13]3[CH:18]=[CH:17][C:16]([O:19][CH3:20])=[CH:15][CH:14]=3)=[N:7][C:8]=2[Cl:12])[N:3]=1.[CH2:21]([NH2:28])[C:22]1[CH:27]=[CH:26][CH:25]=[CH:24][CH:23]=1. (5) Given the product [CH3:1][C:2]1[C:16]([CH3:17])=[CH:15][CH:14]=[CH:13][C:3]=1[O:4][CH2:5][CH2:6][CH2:7][C:8]([OH:10])=[O:9], predict the reactants needed to synthesize it. The reactants are: [CH3:1][C:2]1[C:16]([CH3:17])=[CH:15][CH:14]=[CH:13][C:3]=1[O:4][CH2:5][CH2:6][CH2:7][C:8]([O:10]CC)=[O:9].[Li+].[OH-].Cl. (6) Given the product [Cl:1][C:2]1[C:3]([F:14])=[C:4]([C:8]2([OH:13])[CH2:12][CH2:11][N:10]([CH2:22][CH3:23])[CH2:9]2)[CH:5]=[CH:6][CH:7]=1, predict the reactants needed to synthesize it. The reactants are: [Cl:1][C:2]1[C:3]([F:14])=[C:4]([C:8]2([OH:13])[CH2:12][CH2:11][NH:10][CH2:9]2)[CH:5]=[CH:6][CH:7]=1.C(=O)([O-])[O-].[K+].[K+].I[CH2:22][CH3:23].C(=O)([O-])[O-].[Na+].[Na+]. (7) Given the product [CH3:1][C:2]1[N:3]=[C:4]([NH:11][C:12]([N:34]2[CH2:35][CH2:36][N:31]([C:23]3[C:24]([CH3:30])=[C:25]([CH3:29])[CH:26]=[C:27]([CH3:28])[C:22]=3[CH3:21])[CH2:32][CH2:33]2)=[O:20])[C:5]([O:9][CH3:10])=[N:6][C:7]=1[CH3:8], predict the reactants needed to synthesize it. The reactants are: [CH3:1][C:2]1[N:3]=[C:4]([NH:11][C:12](=[O:20])OC2C=CC=CC=2)[C:5]([O:9][CH3:10])=[N:6][C:7]=1[CH3:8].[CH3:21][C:22]1[C:27]([CH3:28])=[CH:26][C:25]([CH3:29])=[C:24]([CH3:30])[C:23]=1[N:31]1[CH2:36][CH2:35][NH:34][CH2:33][CH2:32]1. (8) Given the product [F:13][C:4]1[CH:3]=[C:2]([C:20]2[C:15]([CH3:14])=[N:16][CH:17]=[CH:18][CH:19]=2)[CH:7]=[CH:6][C:5]=1[CH2:8][C:9]([O:11][CH3:12])=[O:10], predict the reactants needed to synthesize it. The reactants are: Br[C:2]1[CH:7]=[CH:6][C:5]([CH2:8][C:9]([O:11][CH3:12])=[O:10])=[C:4]([F:13])[CH:3]=1.[CH3:14][C:15]1[C:20](B(O)O)=[CH:19][CH:18]=[CH:17][N:16]=1.C(O[K])(C)=O.